From a dataset of Experimentally validated miRNA-target interactions with 360,000+ pairs, plus equal number of negative samples. Binary Classification. Given a miRNA mature sequence and a target amino acid sequence, predict their likelihood of interaction. (1) The miRNA is hsa-miR-4535 with sequence GUGGACCUGGCUGGGAC. The protein sequence of the target gene is MAAWSPAAAAPLLRGIRGLPLHHRMFATQTEGELRVTQILKEKFPRATAIKVTDISGGCGAMYEIKIESEEFKEKRTVQQHQMVNQALKEEIKEMHGLRIFTSVPKR. Result: 0 (no interaction). (2) The miRNA is hsa-miR-31-3p with sequence UGCUAUGCCAACAUAUUGCCAU. The protein sequence of the target gene is MADGPRCKRRKQANPRRNNVTNYNTVVEANSDSDDEDKLHIVEEESVTDAADCEGGVPDDELPTDQTVLPGGSDRAGSAKNCWQDDVKDDECDSDAENEQNHDPNVEEFLQQQDTAVIYPEAPEEDQRQGTPEASGHDDNGTPDAFSQLLTCPYCDRGYKRFTSLKEHIKYRHEKNEDNFSCSLCSYTFAYRTQLERHMTSHKSGREQRHVTQSGGNRKFKCTECGKAFKYKHHLKEHLRIHSGEKPYECPNCKKRFSHSGSYSSHISSKKCISLMPVNGRPRSGLKTSQCSSPSLSTSP.... Result: 0 (no interaction). (3) The miRNA is mmu-miR-330-5p with sequence UCUCUGGGCCUGUGUCUUAGGC. The protein sequence of the target gene is MYSMMMETDLHSPGGAQAPTNLSGPAGAGGGGGGGGGGGGGGGAKANQDRVKRPMNAFMVWSRGQRRKMAQENPKMHNSEISKRLGAEWKVMSEAEKRPFIDEAKRLRALHMKEHPDYKYRPRRKTKTLLKKDKYSLAGGLLAAGAGGGGAAVAMGVGVGVGAAAVGQRLESPGGAAGGGYAHVNGWANGAYPGSVAAAAAAAAMMQEAQLAYGQHPGAGGAHPHAHPAHPHPHHPHAHPHNPQPMHRYDMGALQYSPISNSQGYMSASPSGYGGLPYGAAAAAAAAAGGAHQNSAVAAA.... Result: 0 (no interaction).